This data is from Forward reaction prediction with 1.9M reactions from USPTO patents (1976-2016). The task is: Predict the product of the given reaction. (1) Given the reactants N1CCOCC1.[CH3:7][C:8]1([O:11][CH2:10]1)[CH3:9].[Br:12][C:13]1[CH:14]=[CH:15][C:16]([C:19]2([C:25]#[N:26])[CH2:24][CH2:23][NH:22][CH2:21][CH2:20]2)=[N:17][CH:18]=1.C(=O)(O)[O-].[Na+], predict the reaction product. The product is: [Br:12][C:13]1[CH:14]=[CH:15][C:16]([C:19]2([C:25]#[N:26])[CH2:20][CH2:21][N:22]([CH2:10][C:8]([OH:11])([CH3:9])[CH3:7])[CH2:23][CH2:24]2)=[N:17][CH:18]=1. (2) Given the reactants [NH2:1][C:2]1[CH:15]=[CH:14][C:5]([O:6][C:7]2[CH:12]=[CH:11][N:10]=[C:9]([NH2:13])[CH:8]=2)=[CH:4][C:3]=1[F:16].[CH2:17]([N:19]([CH2:22][CH3:23])[CH2:20]C)[CH3:18].ClC(OC1C=CC=CC=1)=[O:26].N1CCCC1, predict the reaction product. The product is: [NH2:1][C:2]1[CH:15]=[CH:14][C:5]([O:6][C:7]2[CH:12]=[CH:11][N:10]=[C:9]([NH:13][C:20]([N:19]3[CH2:22][CH2:23][CH2:18][CH2:17]3)=[O:26])[CH:8]=2)=[CH:4][C:3]=1[F:16]. (3) Given the reactants I[CH3:2].[CH3:3][S:4](=S)(OC)=O.Br[C:10]1[N:11]([CH3:28])[N:12]=[C:13]2[C:18]=1[CH2:17][CH2:16][CH2:15][N:14]2[C:19]1[C:24]([CH3:25])=[CH:23][C:22]([CH3:26])=[CH:21][C:20]=1Cl, predict the reaction product. The product is: [CH3:28][N:11]1[C:10]([S:4][CH3:3])=[C:18]2[C:13]([N:14]([C:19]3[C:24]([CH3:25])=[CH:23][C:22]([CH3:26])=[CH:21][C:20]=3[CH3:2])[CH2:15][CH2:16][CH2:17]2)=[N:12]1.